From a dataset of Forward reaction prediction with 1.9M reactions from USPTO patents (1976-2016). Predict the product of the given reaction. (1) Given the reactants [NH:1]1[C:9]2[C:4](=[N:5][CH:6]=[CH:7][CH:8]=2)[CH:3]=[C:2]1[C:10]([NH2:12])=[O:11].[F:13][C:14]1[CH:15]=[C:16]([S:20][S:20][C:16]2[CH:17]=[CH:18][CH:19]=[C:14]([F:13])[CH:15]=2)[CH:17]=[CH:18][CH:19]=1, predict the reaction product. The product is: [F:13][C:14]1[CH:15]=[C:16]([S:20][C:3]2[C:4]3=[N:5][CH:6]=[CH:7][CH:8]=[C:9]3[NH:1][C:2]=2[C:10]([NH2:12])=[O:11])[CH:17]=[CH:18][CH:19]=1. (2) Given the reactants [N+:1]([C:4]1[CH:5]=[C:6]([CH:10]=[C:11]([C:13]([F:16])([F:15])[F:14])[CH:12]=1)[C:7]([OH:9])=[O:8])([O-:3])=[O:2].[CH3:17]O, predict the reaction product. The product is: [N+:1]([C:4]1[CH:5]=[C:6]([CH:10]=[C:11]([C:13]([F:14])([F:15])[F:16])[CH:12]=1)[C:7]([O:9][CH3:17])=[O:8])([O-:3])=[O:2]. (3) Given the reactants [Cl:1][C:2]1[N:7]=[CH:6][C:5]([OH:8])=[CH:4][CH:3]=1.[H-].[Na+].Cl[CH2:12][O:13][CH3:14], predict the reaction product. The product is: [Cl:1][C:2]1[CH:3]=[CH:4][C:5]([O:8][CH2:12][O:13][CH3:14])=[CH:6][N:7]=1. (4) Given the reactants C([O:3][C:4](=[O:45])[C:5]1[CH:10]=[CH:9][CH:8]=[C:7]([NH:11][C:12]([NH:14][CH2:15][C:16](=[O:44])[N:17]([CH2:37][C:38]2[CH:43]=[CH:42][CH:41]=[CH:40][CH:39]=2)[CH:18]2[C:27]3[C:22](=[CH:23][C:24]([O:28][CH3:29])=[CH:25][CH:26]=3)[CH2:21][CH2:20][CH:19]2[CH2:30][C:31]2[CH:36]=[CH:35][CH:34]=[CH:33][CH:32]=2)=[O:13])[CH:6]=1)C, predict the reaction product. The product is: [CH2:37]([N:17]([CH:18]1[C:27]2[C:22](=[CH:23][C:24]([O:28][CH3:29])=[CH:25][CH:26]=2)[CH2:21][CH2:20][CH:19]1[CH2:30][C:31]1[CH:36]=[CH:35][CH:34]=[CH:33][CH:32]=1)[C:16]([CH2:15][NH:14][C:12](=[O:13])[NH:11][C:7]1[CH:6]=[C:5]([CH:10]=[CH:9][CH:8]=1)[C:4]([OH:45])=[O:3])=[O:44])[C:38]1[CH:43]=[CH:42][CH:41]=[CH:40][CH:39]=1. (5) Given the reactants [C:1]([O:5][C:6](=[O:53])[C:7]([O:10]/[N:11]=[C:12](/[C:40]1[N:41]=[C:42]([NH:45][C:46]([O:48][C:49]([CH3:52])([CH3:51])[CH3:50])=[O:47])[S:43][CH:44]=1)\[C:13]([NH:15][C@@H:16]1[C:23](=[O:24])[N:22]2[C@@H:17]1[S:18](=[O:39])[CH2:19][C:20]([CH2:37]Cl)=[C:21]2[C:25]([O:27][CH2:28][C:29]1[CH:34]=[CH:33][C:32]([O:35][CH3:36])=[CH:31][CH:30]=1)=[O:26])=[O:14])([CH3:9])[CH3:8])([CH3:4])([CH3:3])[CH3:2].[I-:54].[Na+], predict the reaction product. The product is: [C:1]([O:5][C:6](=[O:53])[C:7]([O:10]/[N:11]=[C:12](/[C:40]1[N:41]=[C:42]([NH:45][C:46]([O:48][C:49]([CH3:52])([CH3:51])[CH3:50])=[O:47])[S:43][CH:44]=1)\[C:13]([NH:15][C@@H:16]1[C:23](=[O:24])[N:22]2[C@@H:17]1[S:18](=[O:39])[CH2:19][C:20]([CH2:37][I:54])=[C:21]2[C:25]([O:27][CH2:28][C:29]1[CH:34]=[CH:33][C:32]([O:35][CH3:36])=[CH:31][CH:30]=1)=[O:26])=[O:14])([CH3:9])[CH3:8])([CH3:4])([CH3:3])[CH3:2]. (6) Given the reactants C(O[K])(C)(C)C.[C:7]1([NH:13][NH2:14])[CH:12]=[CH:11][CH:10]=[CH:9][CH:8]=1.CO[C:17](=[CH2:20])[C:18]#[N:19], predict the reaction product. The product is: [C:7]1([N:13]2[CH:20]=[CH:17][C:18]([NH2:19])=[N:14]2)[CH:12]=[CH:11][CH:10]=[CH:9][CH:8]=1. (7) Given the reactants [CH2:1]1[C:6]2([CH2:11][CH2:10][NH:9][CH2:8][CH2:7]2)[CH2:5][CH2:4][N:3]([C:12]([C:14]2[CH:19]=[CH:18][CH:17]=[CH:16][C:15]=2[CH2:20][C:21]([NH2:23])=[O:22])=[O:13])[CH2:2]1.[CH3:24][C:25]1([CH3:37])[CH:34]=[CH:33][C:32]2[C:27](=[C:28]([CH:35]=O)[CH:29]=[CH:30][CH:31]=2)[O:26]1.C(O[BH-](OC(=O)C)OC(=O)C)(=O)C.[Na+], predict the reaction product. The product is: [CH3:24][C:25]1([CH3:37])[CH:34]=[CH:33][C:32]2[C:27](=[C:28]([CH2:35][N:9]3[CH2:8][CH2:7][C:6]4([CH2:1][CH2:2][N:3]([C:12]([C:14]5[CH:19]=[CH:18][CH:17]=[CH:16][C:15]=5[CH2:20][C:21]([NH2:23])=[O:22])=[O:13])[CH2:4][CH2:5]4)[CH2:11][CH2:10]3)[CH:29]=[CH:30][CH:31]=2)[O:26]1. (8) Given the reactants C(C[N:10]1[CH:14]=[C:13](C2C=CC=CC=2)[N:12]=[CH:11]1)(=O)C1C=CC=CC=1, predict the reaction product. The product is: [NH:12]1[C:13]2[N:10]=[CH:14][CH:13]=[N:12][C:14]=2[NH:10][CH2:11]1. (9) Given the reactants CN(C)[CH:3]=[CH:4][C:5]([C:7]1[C:12](=[O:13])[CH:11]=[CH:10][N:9]([C:14]2[CH:19]=[CH:18][C:17]([N:20]3[CH2:25][CH2:24][O:23][CH2:22][CH2:21]3)=[CH:16][CH:15]=2)[N:8]=1)=O.[OH:27][CH2:28][CH2:29][NH:30][NH2:31], predict the reaction product. The product is: [OH:27][CH2:28][CH2:29][N:30]1[C:5]([C:7]2[C:12](=[O:13])[CH:11]=[CH:10][N:9]([C:14]3[CH:15]=[CH:16][C:17]([N:20]4[CH2:21][CH2:22][O:23][CH2:24][CH2:25]4)=[CH:18][CH:19]=3)[N:8]=2)=[CH:4][CH:3]=[N:31]1.